The task is: Predict the reaction yield, written as a fraction of the theoretical maximum amount of product (1.0 means a 100% yield; for example, 0.34 means a 34% yield).. This data is from Reaction yield outcomes from USPTO patents with 853,638 reactions. (1) The reactants are [CH3:1][C:2]1[N:3]=[C:4]([NH:7][C:8]2[CH:13]=[C:12]([O:14][C:15]3[CH:23]=[CH:22][CH:21]=[CH:20][C:16]=3[C:17]([OH:19])=O)[CH:11]=[CH:10][N:9]=2)[S:5][CH:6]=1.C(N(CC)CC)C.C([Cl:36])(=O)OCC.[NH2:37][CH2:38][CH2:39][CH2:40][N:41]1[CH2:46][CH2:45][O:44][CH2:43][CH2:42]1. The catalyst is C1COCC1. The product is [ClH:36].[ClH:36].[CH3:1][C:2]1[N:3]=[C:4]([NH:7][C:8]2[CH:13]=[C:12]([O:14][C:15]3[CH:23]=[CH:22][CH:21]=[CH:20][C:16]=3[C:17]([NH:37][CH2:38][CH2:39][CH2:40][N:41]3[CH2:46][CH2:45][O:44][CH2:43][CH2:42]3)=[O:19])[CH:11]=[CH:10][N:9]=2)[S:5][CH:6]=1. The yield is 0.813. (2) The reactants are [CH3:1][C:2]([CH3:10])([C:4](=[O:9])[CH2:5][C:6](=O)[CH3:7])[CH3:3].S([O-])([O-])(=O)=O.[Na+].[Na+].[CH:18]([NH2:21])([CH3:20])[CH3:19]. The catalyst is C1(C)C=CC=CC=1. The product is [CH3:1][C:2]([CH3:10])([C:4](=[O:9])[CH2:5][CH:6]([NH:21][CH:18]([CH3:20])[CH3:19])[CH3:7])[CH3:3]. The yield is 0.840. (3) The reactants are [Cl:1][C:2]1[C:3]([N:8]2[CH2:13][CH2:12][NH:11][CH2:10][CH2:9]2)=[N:4][CH:5]=[CH:6][N:7]=1.C[C:15]1[N:19]([C:20]2[CH:25]=[CH:24][CH:23]=[CH:22][CH:21]=2)[N:18]=[CH:17][C:16]=1[CH:26]=O.[C:28](O[BH-](OC(=O)C)OC(=O)C)(=O)C.[Na+]. The catalyst is O1CCCC1. The product is [Cl:1][C:2]1[C:3]([N:8]2[CH2:9][CH2:10][N:11]([CH2:26][C:16]3[C:17]([CH3:28])=[N:18][N:19]([C:20]4[CH:21]=[CH:22][CH:23]=[CH:24][CH:25]=4)[CH:15]=3)[CH2:12][CH2:13]2)=[N:4][CH:5]=[CH:6][N:7]=1. The yield is 0.965. (4) The reactants are Br[C:2]1[CH:3]=[CH:4][C:5]([Cl:23])=[C:6]([CH:22]=1)[CH2:7][C:8]1[CH:21]=[CH:20][C:11]([O:12][Si:13]([C:16]([CH3:19])([CH3:18])[CH3:17])([CH3:15])[CH3:14])=[CH:10][CH:9]=1.[Li]CCCC.[Si:29]([O:36][C@H:37]1[C@H:44]2[C@H:40]([O:41][C:42]([CH3:46])([CH3:45])[O:43]2)[O:39][C@H:38]1[CH:47]=[O:48])([C:32]([CH3:35])([CH3:34])[CH3:33])([CH3:31])[CH3:30]. The catalyst is C1COCC1. The product is [Si:29]([O:36][C@H:37]1[C@H:44]2[C@H:40]([O:41][C:42]([CH3:46])([CH3:45])[O:43]2)[O:39][C@H:38]1[CH:47]([C:2]1[CH:3]=[CH:4][C:5]([Cl:23])=[C:6]([CH2:7][C:8]2[CH:21]=[CH:20][C:11]([O:12][Si:13]([C:16]([CH3:19])([CH3:18])[CH3:17])([CH3:15])[CH3:14])=[CH:10][CH:9]=2)[CH:22]=1)[OH:48])([C:32]([CH3:35])([CH3:34])[CH3:33])([CH3:30])[CH3:31]. The yield is 0.250. (5) The reactants are Cl[CH2:2][C:3]1[N:4]([C:20]2[CH:25]=[CH:24][C:23]([N+:26]([O-:28])=[O:27])=[CH:22][CH:21]=2)[CH:5]=[C:6]([C:8]2[C:9]([C:14]3[CH:19]=[CH:18][CH:17]=[CH:16][CH:15]=3)=[N:10][O:11][C:12]=2[CH3:13])[N:7]=1.[NH2:29][CH2:30][CH2:31][CH2:32][N:33]1[CH2:38][CH2:37][O:36][CH2:35][CH2:34]1. The catalyst is CN(C=O)C. The product is [CH3:13][C:12]1[O:11][N:10]=[C:9]([C:14]2[CH:19]=[CH:18][CH:17]=[CH:16][CH:15]=2)[C:8]=1[C:6]1[N:7]=[C:3]([CH2:2][NH:29][CH2:30][CH2:31][CH2:32][N:33]2[CH2:38][CH2:37][O:36][CH2:35][CH2:34]2)[N:4]([C:20]2[CH:25]=[CH:24][C:23]([N+:26]([O-:28])=[O:27])=[CH:22][CH:21]=2)[CH:5]=1. The yield is 0.740. (6) The catalyst is S([O-])(O)(=O)=O.C([N+](CCCC)(CCCC)CCCC)CCC.C1(C)C=CC=CC=1.C(OCC)(=O)C. The reactants are [OH:1][C@H:2]1[CH2:7][CH2:6][C@H:5]([N:8]2[C:13](=[O:14])[C:12]([CH2:15][C:16]3[CH:21]=[CH:20][C:19]([C:22]4[C:23]([C:28]#[N:29])=[CH:24][CH:25]=[CH:26][CH:27]=4)=[CH:18][CH:17]=3)=[C:11]([CH2:30][CH2:31][CH3:32])[N:10]3[N:33]=[CH:34][CH:35]=[C:9]23)[CH2:4][CH2:3]1.Br[CH2:37][C:38]([O:40][C:41]([CH3:44])([CH3:43])[CH3:42])=[O:39].Cl. The yield is 0.930. The product is [C:28]([C:23]1[CH:24]=[CH:25][CH:26]=[CH:27][C:22]=1[C:19]1[CH:20]=[CH:21][C:16]([CH2:15][C:12]2[C:13](=[O:14])[N:8]([C@H:5]3[CH2:4][CH2:3][C@H:2]([O:1][CH2:37][C:38]([O:40][C:41]([CH3:44])([CH3:43])[CH3:42])=[O:39])[CH2:7][CH2:6]3)[C:9]3[N:10]([N:33]=[CH:34][CH:35]=3)[C:11]=2[CH2:30][CH2:31][CH3:32])=[CH:17][CH:18]=1)#[N:29]. (7) The reactants are [CH2:1]([O:8][NH:9][S:10]([C:13]1[CH:18]=[CH:17][CH:16]=[CH:15][C:14]=1[N+:19]([O-:21])=[O:20])(=[O:12])=[O:11])[C:2]1[CH:7]=[CH:6][CH:5]=[CH:4][CH:3]=1.O[C@@H:23]1[CH2:28][N:27]([C:29]([O:31][C:32]([CH3:35])([CH3:34])[CH3:33])=[O:30])[C@H:26]([C:36]([O:38][CH2:39][CH3:40])=[O:37])[CH2:25][CH2:24]1.C1C=CC(P(C2C=CC=CC=2)C2C=CC=CC=2)=CC=1.CCOC(/N=N/C(OCC)=O)=O. The catalyst is C1COCC1. The product is [CH2:1]([O:8][N:9]([C@H:23]1[CH2:28][N:27]([C:29]([O:31][C:32]([CH3:33])([CH3:34])[CH3:35])=[O:30])[C@H:26]([C:36]([O:38][CH2:39][CH3:40])=[O:37])[CH2:25][CH2:24]1)[S:10]([C:13]1[CH:18]=[CH:17][CH:16]=[CH:15][C:14]=1[N+:19]([O-:21])=[O:20])(=[O:12])=[O:11])[C:2]1[CH:7]=[CH:6][CH:5]=[CH:4][CH:3]=1. The yield is 0.800. (8) The reactants are CC([C:5]1(C(C)(C)C)[CH:10]([C:11]2[C:20]3[CH2:19][O:18][CH2:17][NH:16][C:15]=3[N:14]=[C:13]([C:21]3[C:26]([O:27]CC4C=CC(OC)=CC=4)=[CH:25][CH:24]=[CH:23][C:22]=3[O:37][CH2:38][CH:39]3[CH2:41][CH2:40]3)[CH:12]=2)[CH2:9][CH2:8][CH2:7][N:6]1C([O-])=O)(C)C.[ClH:49]. The catalyst is O1CCOCC1. The product is [ClH:49].[CH:39]1([CH2:38][O:37][C:22]2[C:21]([C:13]3[CH:12]=[C:11]([CH:10]4[CH2:9][CH2:8][CH2:7][NH:6][CH2:5]4)[C:20]4[CH2:19][O:18][CH2:17][NH:16][C:15]=4[N:14]=3)=[C:26]([OH:27])[CH:25]=[CH:24][CH:23]=2)[CH2:40][CH2:41]1. The yield is 0.950. (9) The reactants are [CH3:1][O:2][C:3]1[C:8]([CH3:9])=[CH:7][C:6]([CH3:10])=[CH:5][C:4]=1/[CH:11]=[CH:12]/[C:13]([OH:15])=[O:14].[H][H]. The catalyst is C(O)(=O)C.[Pd]. The product is [CH3:1][O:2][C:3]1[C:8]([CH3:9])=[CH:7][C:6]([CH3:10])=[CH:5][C:4]=1[CH2:11][CH2:12][C:13]([OH:15])=[O:14]. The yield is 0.910. (10) The reactants are [CH3:1][N:2]([CH3:5])C=O.CN1[C:11]([OH:12])=[CH:10][CH:9]=[N:8]1.P(Cl)(Cl)([Cl:15])=O. No catalyst specified. The product is [Cl:15][C:5]1[N:2]([CH3:1])[N:8]=[CH:9][C:10]=1[CH:11]=[O:12]. The yield is 0.770.